This data is from Catalyst prediction with 721,799 reactions and 888 catalyst types from USPTO. The task is: Predict which catalyst facilitates the given reaction. (1) Reactant: [NH2:1][CH:2]1[CH2:7][CH2:6][N:5]([CH2:8][CH2:9][O:10][C:11]2[CH:16]=[CH:15][C:14]([NH:17][C:18](=[O:29])[C:19]3[CH:24]=[CH:23][CH:22]=[C:21]([C:25]([F:28])([F:27])[F:26])[CH:20]=3)=[CH:13][C:12]=2[C:30]2[N:31]([CH3:36])[N:32]=[CH:33][C:34]=2[Cl:35])[CH2:4][CH2:3]1.[CH3:37][S:38](Cl)(=[O:40])=[O:39]. Product: [Cl:35][C:34]1[CH:33]=[N:32][N:31]([CH3:36])[C:30]=1[C:12]1[CH:13]=[C:14]([NH:17][C:18](=[O:29])[C:19]2[CH:24]=[CH:23][CH:22]=[C:21]([C:25]([F:27])([F:28])[F:26])[CH:20]=2)[CH:15]=[CH:16][C:11]=1[O:10][CH2:9][CH2:8][N:5]1[CH2:4][CH2:3][CH:2]([NH:1][S:38]([CH3:37])(=[O:40])=[O:39])[CH2:7][CH2:6]1. The catalyst class is: 44. (2) Reactant: C(OC([NH:8][C:9]1[CH:10]=[N:11][CH:12]=[CH:13][C:14]=1B(O)O)=O)(C)(C)C.Br[C:19]1[N:23]([CH3:24])[CH:22]=[N:21][CH:20]=1.C([O-])([O-])=O.[Na+].[Na+]. Product: [CH3:24][N:23]1[C:19]([C:14]2[CH:13]=[CH:12][N:11]=[CH:10][C:9]=2[NH2:8])=[CH:20][N:21]=[CH:22]1. The catalyst class is: 77. (3) Reactant: [Cl-].O[NH3+:3].[C:4](=[O:7])([O-])[OH:5].[Na+].CS(C)=O.[N:13]1([CH:19]([C:21]2[N:22]=[C:23]([CH2:43][CH2:44][CH3:45])[N:24]([CH2:28][C:29]3[CH:34]=[CH:33][C:32]([C:35]4[C:36]([C:41]#[N:42])=[CH:37][CH:38]=[CH:39][CH:40]=4)=[CH:31][CH:30]=3)[C:25](=[O:27])[CH:26]=2)[CH3:20])[CH2:18][CH2:17][O:16][CH2:15][CH2:14]1. Product: [N:13]1([CH:19]([C:21]2[N:22]=[C:23]([CH2:43][CH2:44][CH3:45])[N:24]([CH2:28][C:29]3[CH:34]=[CH:33][C:32]([C:35]4[CH:40]=[CH:39][CH:38]=[CH:37][C:36]=4[C:41]4[NH:3][C:4](=[O:7])[O:5][N:42]=4)=[CH:31][CH:30]=3)[C:25](=[O:27])[CH:26]=2)[CH3:20])[CH2:18][CH2:17][O:16][CH2:15][CH2:14]1. The catalyst class is: 13. (4) Reactant: [Cl:1][C:2]1[CH:3]=[C:4]([CH:31]=[CH:32][C:33]=1[F:34])[C:5]([O:7][C@H:8]1[C@@H:13]([NH:14]C(OC(C)(C)C)=O)[C:12]2[CH:22]=[C:23]([C:26](=[O:28])[CH3:27])[CH:24]=[CH:25][C:11]=2[O:10][C:9]1([CH3:30])[CH3:29])=[O:6].Cl. Product: [ClH:1].[Cl:1][C:2]1[CH:3]=[C:4]([CH:31]=[CH:32][C:33]=1[F:34])[C:5]([O:7][C@H:8]1[C@@H:13]([NH2:14])[C:12]2[CH:22]=[C:23]([C:26](=[O:28])[CH3:27])[CH:24]=[CH:25][C:11]=2[O:10][C:9]1([CH3:30])[CH3:29])=[O:6]. The catalyst class is: 135. (5) Reactant: [Cl:1][C:2]1[C:7]([NH:8][C:9]2[N:14]=[C:13]([N:15]([CH:25]3[CH2:27][CH2:26]3)CC3C=CC(OC)=CC=3)[C:12]3=[N:28][CH:29]=[C:30]([C:31]#[N:32])[N:11]3[N:10]=2)=[CH:6][C:5]([C:33]#[N:34])=[CH:4][C:3]=1[N:35]1[CH2:40][CH2:39][N:38]([CH2:41][CH:42]([F:44])[F:43])[CH:37]([C:45]([N:47]([CH3:49])[CH3:48])=[O:46])[CH2:36]1.C1(OC)C=CC=CC=1.C(O)(C(F)(F)F)=O. Product: [Cl:1][C:2]1[C:7]([NH:8][C:9]2[N:14]=[C:13]([NH:15][CH:25]3[CH2:26][CH2:27]3)[C:12]3=[N:28][CH:29]=[C:30]([C:31]#[N:32])[N:11]3[N:10]=2)=[CH:6][C:5]([C:33]#[N:34])=[CH:4][C:3]=1[N:35]1[CH2:40][CH2:39][N:38]([CH2:41][CH:42]([F:43])[F:44])[CH:37]([C:45]([N:47]([CH3:49])[CH3:48])=[O:46])[CH2:36]1. The catalyst class is: 26. (6) Reactant: [CH3:1][C:2]1[CH:7]=[CH:6][CH:5]=[C:4]([C:8]2[N:9]([C:18]3[CH:23]=[CH:22][C:21]([S:24]([CH3:27])(=[O:26])=[O:25])=[CH:20][CH:19]=3)[CH2:10][C:11](O)([C:13]([F:16])([F:15])[F:14])[N:12]=2)[N:3]=1.O.C1(C)C=CC(S(O)(=O)=O)=CC=1. Product: [CH3:1][C:2]1[CH:7]=[CH:6][CH:5]=[C:4]([C:8]2[N:9]([C:18]3[CH:23]=[CH:22][C:21]([S:24]([CH3:27])(=[O:26])=[O:25])=[CH:20][CH:19]=3)[CH:10]=[C:11]([C:13]([F:15])([F:16])[F:14])[N:12]=2)[N:3]=1. The catalyst class is: 11. (7) Reactant: C12(CS(O)(=O)=O)C(C)(C)C(CC1)CC2=O.[CH2:16]([N:18]1[C:24]2[CH:25]=[CH:26][C:27]([NH2:29])=[CH:28][C:23]=2[O:22][CH2:21][CH2:20][CH2:19]1)[CH3:17].Cl[C:31]1[N:36]=[C:35]([NH:37][C:38]2[C:47]([F:48])=[CH:46][CH:45]=[CH:44][C:39]=2[C:40]([NH:42][CH3:43])=[O:41])[C:34]([Cl:49])=[CH:33][N:32]=1. Product: [Cl:49][C:34]1[C:35]([NH:37][C:38]2[C:47]([F:48])=[CH:46][CH:45]=[CH:44][C:39]=2[C:40]([NH:42][CH3:43])=[O:41])=[N:36][C:31]([NH:29][C:27]2[CH:26]=[CH:25][C:24]3[N:18]([CH2:16][CH3:17])[CH2:19][CH2:20][CH2:21][O:22][C:23]=3[CH:28]=2)=[N:32][CH:33]=1. The catalyst class is: 32. (8) Reactant: [NH2:1][C:2]1[C:10]2[C:5](=[CH:6][C:7]([O:11][C:12]3[C:21]4[CH2:20][N:19]([CH2:22][C:23]5[CH:28]=[CH:27][C:26]([O:29][CH3:30])=[CH:25][CH:24]=5)[C:18](=[O:31])[NH:17][C:16]=4[N:15]=[CH:14][CH:13]=3)=[CH:8][CH:9]=2)[N:4]([CH3:32])[N:3]=1.[F:33][C:34]1[CH:35]=[C:36]([CH:40]=[CH:41][CH:42]=1)[C:37](O)=[O:38].C(N(CC)C(C)C)(C)C. Product: [F:33][C:34]1[CH:35]=[C:36]([CH:40]=[CH:41][CH:42]=1)[C:37]([NH:1][C:2]1[C:10]2[C:5](=[CH:6][C:7]([O:11][C:12]3[C:21]4[CH2:20][N:19]([CH2:22][C:23]5[CH:28]=[CH:27][C:26]([O:29][CH3:30])=[CH:25][CH:24]=5)[C:18](=[O:31])[NH:17][C:16]=4[N:15]=[CH:14][CH:13]=3)=[CH:8][CH:9]=2)[N:4]([CH3:32])[N:3]=1)=[O:38]. The catalyst class is: 3. (9) The catalyst class is: 41. Reactant: [Si]([O:8][CH2:9][CH2:10][O:11][C:12]1[CH:18]=[CH:17][C:15]([NH2:16])=[CH:14][C:13]=1[CH3:19])(C(C)(C)C)(C)C.Cl.Cl[C:22]1[N:27]=[C:26]([NH:28][C@@H:29]2[CH2:37][C@H:36]3[N:32]([CH2:33][CH2:34][CH2:35]3)[C:31]([CH3:39])([CH3:38])[CH2:30]2)[C:25]([F:40])=[CH:24][N:23]=1.CC1C=CC(S(O)(=O)=O)=CC=1.O. Product: [CH3:38][C:31]1([CH3:39])[CH2:30][C@H:29]([NH:28][C:26]2[C:25]([F:40])=[CH:24][N:23]=[C:22]([NH:16][C:15]3[CH:17]=[CH:18][C:12]([O:11][CH2:10][CH2:9][OH:8])=[C:13]([CH3:19])[CH:14]=3)[N:27]=2)[CH2:37][C@H:36]2[N:32]1[CH2:33][CH2:34][CH2:35]2.